Dataset: Catalyst prediction with 721,799 reactions and 888 catalyst types from USPTO. Task: Predict which catalyst facilitates the given reaction. (1) Reactant: C(NC(C)C)(C)C.[Li]CCCC.[C:13]([N:20]1[CH2:25][CH2:24][C:23](=[O:26])[CH2:22][CH:21]1[CH2:27][CH3:28])([O:15][C:16]([CH3:19])([CH3:18])[CH3:17])=[O:14].C1C=CC(N([S:36]([C:39]([F:42])([F:41])[F:40])(=[O:38])=[O:37])[S:36]([C:39]([F:42])([F:41])[F:40])(=[O:38])=[O:37])=CC=1.C(=O)(O)[O-].[Na+]. Product: [CH2:27]([CH:21]1[N:20]([C:13]([O:15][C:16]([CH3:19])([CH3:18])[CH3:17])=[O:14])[CH2:25][CH2:24][C:23]([O:26][S:36]([C:39]([F:42])([F:41])[F:40])(=[O:38])=[O:37])=[CH:22]1)[CH3:28]. The catalyst class is: 323. (2) Reactant: [C:1]([C:5]1[O:10][C:9](=O)[CH:8]=[C:7]([OH:12])[CH:6]=1)([CH3:4])([CH3:3])[CH3:2].[NH4+:13].[OH-]. Product: [C:1]([C:5]1[NH:13][C:9](=[O:10])[CH:8]=[C:7]([OH:12])[CH:6]=1)([CH3:4])([CH3:3])[CH3:2]. The catalyst class is: 11. (3) Reactant: [Si:1]([O:8][C@@H:9](/[CH:13]=[CH:14]/[C:15]1[CH:20]=[CH:19][CH:18]=[CH:17][CH:16]=1)[C@@H:10]([OH:12])[CH3:11])([C:4]([CH3:7])([CH3:6])[CH3:5])([CH3:3])[CH3:2].[Si:21]([O:28][C@@H:29]([CH3:40])[C@@H:30]([OH:39])/[CH:31]=[CH:32]/[C:33]1[CH:38]=[CH:37][CH:36]=[CH:35][CH:34]=1)([C:24]([CH3:27])([CH3:26])[CH3:25])([CH3:23])[CH3:22]. Product: [Si:21]([O:28][C@@H:29]([CH3:40])[C@@H:30]([OH:39])[CH2:31][CH2:32][C:33]1[CH:34]=[CH:35][CH:36]=[CH:37][CH:38]=1)([C:24]([CH3:27])([CH3:26])[CH3:25])([CH3:23])[CH3:22].[Si:1]([O:8][C@@H:9]([CH2:13][CH2:14][C:15]1[CH:16]=[CH:17][CH:18]=[CH:19][CH:20]=1)[C@@H:10]([OH:12])[CH3:11])([C:4]([CH3:7])([CH3:5])[CH3:6])([CH3:3])[CH3:2]. The catalyst class is: 29.